From a dataset of Catalyst prediction with 721,799 reactions and 888 catalyst types from USPTO. Predict which catalyst facilitates the given reaction. (1) Reactant: Br[C:2]1[C:3](=[O:18])[N:4]([C:10]2[CH:15]=[C:14]([Cl:16])[CH:13]=[C:12]([Cl:17])[CH:11]=2)[N:5]=[CH:6][C:7]=1[O:8][CH3:9].C([Li])CCC.[Cl-].[NH4+]. Product: [Cl:17][C:12]1[CH:11]=[C:10]([N:4]2[C:3](=[O:18])[CH:2]=[C:7]([O:8][CH3:9])[CH:6]=[N:5]2)[CH:15]=[C:14]([Cl:16])[CH:13]=1. The catalyst class is: 1. (2) Reactant: [OH:1][C:2]1[CH:7]=[C:6]([O:8][CH3:9])[CH:5]=[C:4]([OH:10])[C:3]=1[N+:11]([O-])=O.[C:14](OC(=O)C)(=[O:16])[CH3:15]. Product: [OH:1][C:2]1[CH:7]=[C:6]([O:8][CH3:9])[CH:5]=[C:4]([OH:10])[C:3]=1[NH:11][C:14](=[O:16])[CH3:15]. The catalyst class is: 19. (3) Reactant: [CH3:1][C:2]1[O:6][C:5]([C:7]2[CH:8]=[CH:9][C:10]3[O:14][CH:13]=[C:12]([C:15]4[CH:24]=[CH:23][C:18]([C:19]([O:21]C)=[O:20])=[CH:17][CH:16]=4)[C:11]=3[CH:25]=2)=[N:4][N:3]=1.[OH-].[Na+].O1CCCC1.Cl. Product: [CH3:1][C:2]1[O:6][C:5]([C:7]2[CH:8]=[CH:9][C:10]3[O:14][CH:13]=[C:12]([C:15]4[CH:16]=[CH:17][C:18]([C:19]([OH:21])=[O:20])=[CH:23][CH:24]=4)[C:11]=3[CH:25]=2)=[N:4][N:3]=1. The catalyst class is: 72.